From a dataset of Full USPTO retrosynthesis dataset with 1.9M reactions from patents (1976-2016). Predict the reactants needed to synthesize the given product. (1) Given the product [C:1]([C:3]1[CH:8]=[CH:7][C:6]([C:9]([NH:10][S:11]([CH2:13][CH:14]([CH3:16])[CH3:15])=[O:12])([C:17]2[CH:18]=[N:19][CH:20]=[CH:21][CH:22]=2)[CH3:24])=[CH:5][C:4]=1[F:23])#[N:2], predict the reactants needed to synthesize it. The reactants are: [C:1]([C:3]1[CH:8]=[CH:7][C:6]([C:9]([C:17]2[CH:18]=[N:19][CH:20]=[CH:21][CH:22]=2)=[N:10][S:11]([CH2:13][CH:14]([CH3:16])[CH3:15])=[O:12])=[CH:5][C:4]=1[F:23])#[N:2].[CH3:24][Mg+].[Br-]. (2) Given the product [CH:16]1([CH:21]=[CH:2][C:1]([C:4]2[CH:13]=[CH:12][C:7]([C:8]([O:10][CH3:11])=[O:9])=[C:6]([O:14][CH3:15])[CH:5]=2)=[O:3])[CH2:20][CH2:19][CH2:18][CH2:17]1, predict the reactants needed to synthesize it. The reactants are: [C:1]([C:4]1[CH:13]=[CH:12][C:7]([C:8]([O:10][CH3:11])=[O:9])=[C:6]([O:14][CH3:15])[CH:5]=1)(=[O:3])[CH3:2].[CH:16]1([CH:21]=O)[CH2:20][CH2:19][CH2:18][CH2:17]1. (3) Given the product [CH:1]1[C:10]2[C:5](=[C:6]([C:11]3[CH:12]=[C:13]4[C:18](=[CH:19][CH:20]=3)[C:17]([C:21]([Cl:24])=[O:23])=[CH:16][CH:15]=[CH:14]4)[CH:7]=[CH:8][CH:9]=2)[CH:4]=[CH:3][N:2]=1, predict the reactants needed to synthesize it. The reactants are: [CH:1]1[C:10]2[C:5](=[C:6]([C:11]3[CH:12]=[C:13]4[C:18](=[CH:19][CH:20]=3)[C:17]([C:21]([OH:23])=O)=[CH:16][CH:15]=[CH:14]4)[CH:7]=[CH:8][CH:9]=2)[CH:4]=[CH:3][N:2]=1.[Cl-:24].CN(C=O)C. (4) Given the product [CH:1]1([O:6][C:7]2[C:12]3[O:13][C:14]([CH3:16])=[CH:15][C:11]=3[C:10]([C:17]([OH:21])=[O:18])=[CH:9][CH:8]=2)[CH2:2][CH2:3][CH2:4][CH2:5]1, predict the reactants needed to synthesize it. The reactants are: [CH:1]1([O:6][C:7]2[C:12]3[O:13][C:14]([CH3:16])=[CH:15][C:11]=3[C:10]([CH:17]=[O:18])=[CH:9][CH:8]=2)[CH2:5][CH2:4][CH2:3][CH2:2]1.S(=O)(=O)([OH:21])N.Cl([O-])=O.[Na+]. (5) The reactants are: [C:1]([S:5][C:6]1[CH:11]=[CH:10][C:9]([C:12]2[CH:17]=[CH:16][CH:15]=[CH:14][CH:13]=2)=[CH:8][CH:7]=1)(C)(C)[CH3:2].[F:18][C:19]1[C:24]([C:25]2[C:30]([F:31])=[C:29]([F:32])[C:28]([CH3:33])=[C:27]([F:34])[C:26]=2[F:35])=[C:23]([F:36])[C:22]([F:37])=[C:21]([F:38])[C:20]=1[F:39].C[OH:41]. Given the product [C:1]([S:5][C:6]1[CH:11]=[CH:10][C:9]([C:12]2[CH:17]=[CH:16][CH:15]=[CH:14][CH:13]=2)=[CH:8][CH:7]=1)(=[O:41])[CH3:2].[F:18][C:19]1[C:24]([C:25]2[C:26]([F:35])=[C:27]([F:34])[C:28]([CH3:33])=[C:29]([F:32])[C:30]=2[F:31])=[C:23]([F:36])[C:22]([F:37])=[C:21]([F:38])[C:20]=1[F:39], predict the reactants needed to synthesize it. (6) Given the product [NH:31]1[CH2:32][CH:29]([C:23]2[C:22]([O:40][CH3:41])=[C:21]([CH:19]([N:15]3[C:11]4=[N:12][CH:13]=[N:14][C:9]([NH2:8])=[C:10]4[C:17]([Br:18])=[N:16]3)[CH3:20])[CH:26]=[C:25]([Cl:27])[C:24]=2[CH3:28])[CH2:30]1, predict the reactants needed to synthesize it. The reactants are: FC(F)(F)C(O)=O.[NH2:8][C:9]1[N:14]=[CH:13][N:12]=[C:11]2[N:15]([CH:19]([C:21]3[C:22]([O:40][CH3:41])=[C:23]([CH:29]4[CH2:32][N:31](C(OC(C)(C)C)=O)[CH2:30]4)[C:24]([CH3:28])=[C:25]([Cl:27])[CH:26]=3)[CH3:20])[N:16]=[C:17]([Br:18])[C:10]=12.